Regression. Given a peptide amino acid sequence and an MHC pseudo amino acid sequence, predict their binding affinity value. This is MHC class II binding data. From a dataset of Peptide-MHC class II binding affinity with 134,281 pairs from IEDB. (1) The peptide sequence is HVCWLEASMLLDNME. The binding affinity (normalized) is 0. The MHC is DRB1_1101 with pseudo-sequence DRB1_1101. (2) The peptide sequence is KEKVYLSWVPAHKGIGGNE. The MHC is HLA-DQA10501-DQB10301 with pseudo-sequence HLA-DQA10501-DQB10301. The binding affinity (normalized) is 0.397. (3) The peptide sequence is LNYMSPHHKKLAQAV. The MHC is DRB1_0801 with pseudo-sequence DRB1_0801. The binding affinity (normalized) is 0.570. (4) The peptide sequence is FRYMNSQGLLPPKSS. The MHC is DRB1_0101 with pseudo-sequence DRB1_0101. The binding affinity (normalized) is 0.319. (5) The peptide sequence is ESARIYQILAIYSTVASTLV. The MHC is DRB1_0701 with pseudo-sequence DRB1_0701. The binding affinity (normalized) is 0.479.